This data is from Full USPTO retrosynthesis dataset with 1.9M reactions from patents (1976-2016). The task is: Predict the reactants needed to synthesize the given product. (1) Given the product [CH3:29][C:17]1[CH:16]=[C:15]([NH:14][C:12]2[N:11]=[CH:10][N:9]=[C:8]3[NH:7][N:6]=[C:5]([O:4][CH2:3][CH2:2][N:33]4[CH2:34][CH2:35][NH:30][C:31](=[O:36])[CH2:32]4)[C:13]=23)[CH:20]=[CH:19][C:18]=1[O:21][C:22]1[CH:23]=[N:24][C:25]([CH3:28])=[CH:26][CH:27]=1, predict the reactants needed to synthesize it. The reactants are: Cl[CH2:2][CH2:3][O:4][C:5]1[C:13]2[C:8](=[N:9][CH:10]=[N:11][C:12]=2[NH:14][C:15]2[CH:20]=[CH:19][C:18]([O:21][C:22]3[CH:23]=[N:24][C:25]([CH3:28])=[CH:26][CH:27]=3)=[C:17]([CH3:29])[CH:16]=2)[NH:7][N:6]=1.[NH:30]1[CH2:35][CH2:34][NH:33][CH2:32][C:31]1=[O:36]. (2) Given the product [Cl:1][C:2]1[CH:10]=[CH:9][C:5]([C:6]([NH:12][CH3:11])=[O:7])=[CH:4][CH:3]=1, predict the reactants needed to synthesize it. The reactants are: [Cl:1][C:2]1[CH:10]=[CH:9][C:5]([C:6](Cl)=[O:7])=[CH:4][CH:3]=1.[CH3:11][NH2:12]. (3) Given the product [Br:29][C:30]1[CH:31]=[C:32]2[C:36](=[CH:37][CH:38]=1)[NH:35][C:34]([C:48]([NH2:7])=[O:50])=[C:33]2[S:53]([N:76]1[CH2:77][CH2:78][N:73]([CH2:72][CH2:71][CH2:70][N:64]2[CH2:69][CH2:68][O:67][CH2:66][CH2:65]2)[C:74](=[O:79])[CH2:75]1)(=[O:54])=[O:55], predict the reactants needed to synthesize it. The reactants are: ClC1C=C2C(=CC=1)[N:7](S(C1C=CC=CC=1)(=O)=O)C(C(OCC)=O)=C2S(Cl)(=O)=O.[Br:29][C:30]1[CH:31]=[C:32]2[C:36](=[CH:37][CH:38]=1)[N:35](S(C1C=CC=CC=1)(=O)=O)[C:34]([C:48]([O:50]CC)=O)=[C:33]2[S:53](Cl)(=[O:55])=[O:54].N1CCOCC1.Cl.[N:64]1([CH2:70][CH2:71][CH2:72][N:73]2[CH2:78][CH2:77][NH:76][CH2:75][C:74]2=[O:79])[CH2:69][CH2:68][O:67][CH2:66][CH2:65]1. (4) Given the product [Cl:1][C:2]1[N:3]=[C:4]([N:15]2[CH2:16][CH2:17][O:18][CH2:19][CH2:20]2)[C:5]2[S:10][CH:9]=[N:8][C:6]=2[N:7]=1, predict the reactants needed to synthesize it. The reactants are: [Cl:1][C:2]1[N:3]=[C:4]([N:15]2[CH2:20][CH2:19][O:18][CH2:17][CH2:16]2)[C:5]2[S:10][C:9](S(C)(=O)=O)=[N:8][C:6]=2[N:7]=1.[BH4-].[Na+]. (5) Given the product [CH3:1][N:2]1[CH2:11][CH2:10][C:9]2[C:4](=[CH:5][C:6]([N+:15]([O-:17])=[O:16])=[C:7]([O:12][CH3:13])[CH:8]=2)[C:3]1=[O:14], predict the reactants needed to synthesize it. The reactants are: [CH3:1][N:2]1[CH2:11][CH2:10][C:9]2[C:4](=[CH:5][CH:6]=[C:7]([O:12][CH3:13])[CH:8]=2)[C:3]1=[O:14].[N+:15]([O-])([OH:17])=[O:16].